The task is: Predict the reaction yield, written as a fraction of the theoretical maximum amount of product (1.0 means a 100% yield; for example, 0.34 means a 34% yield).. This data is from Reaction yield outcomes from USPTO patents with 853,638 reactions. (1) The reactants are Br[C:2]1[C:3]2[C:4]3[CH:17]=[CH:16][S:15][C:5]=3[C:6](=[O:14])[NH:7][C:8]=2[CH:9]=[CH:10][C:11]=1[O:12][CH3:13].CC1(C)C(C)(C)OB([C:26]2[CH:31]=[CH:30][C:29]([C:32](=[O:34])[CH3:33])=[CH:28][CH:27]=2)O1. No catalyst specified. The product is [C:32]([C:29]1[CH:30]=[CH:31][C:26]([C:2]2[C:3]3[C:4]4[CH:17]=[CH:16][S:15][C:5]=4[C:6](=[O:14])[NH:7][C:8]=3[CH:9]=[CH:10][C:11]=2[O:12][CH3:13])=[CH:27][CH:28]=1)(=[O:34])[CH3:33]. The yield is 0.460. (2) The reactants are [ClH:1].[CH2:2]([C:7]1[N:8]=[C:9]([NH2:12])[NH:10][CH:11]=1)[CH2:3][CH2:4][C:5]#[CH:6].[N:13]([CH2:16][CH2:17][C:18]1[CH:22]=[CH:21][S:20][CH:19]=1)=[N+:14]=[N-:15]. No catalyst specified. The product is [ClH:1].[S:20]1[CH:21]=[CH:22][C:18]([CH2:17][CH2:16][N:13]2[CH:6]=[C:5]([CH2:4][CH2:3][CH2:2][C:7]3[N:8]=[C:9]([NH2:12])[NH:10][CH:11]=3)[N:15]=[N:14]2)=[CH:19]1. The yield is 0.410.